This data is from NCI-60 drug combinations with 297,098 pairs across 59 cell lines. The task is: Regression. Given two drug SMILES strings and cell line genomic features, predict the synergy score measuring deviation from expected non-interaction effect. Synergy scores: CSS=36.8, Synergy_ZIP=-2.18, Synergy_Bliss=6.82, Synergy_Loewe=3.30, Synergy_HSA=7.17. Cell line: SK-MEL-2. Drug 2: C1=CC(=CC=C1CCCC(=O)O)N(CCCl)CCCl. Drug 1: C1CCC(CC1)NC(=O)N(CCCl)N=O.